Dataset: Catalyst prediction with 721,799 reactions and 888 catalyst types from USPTO. Task: Predict which catalyst facilitates the given reaction. (1) Reactant: [CH:1]1([C:4]2[C:8]3[CH2:9][CH2:10][C:11]4[N:12]=[C:13]([NH:16][C:17](=[O:19])[CH3:18])[S:14][C:15]=4[C:7]=3[N:6]([CH:20]3[CH2:25][CH2:24][N:23]([C:26]([CH:28]4[CH2:33][CH2:32][NH:31][CH2:30][CH2:29]4)=[O:27])[CH2:22][CH2:21]3)[N:5]=2)[CH2:3][CH2:2]1.[CH:34](=O)[CH2:35][CH3:36].C([O-])(=O)C.[Na+]. Product: [CH:1]1([C:4]2[C:8]3[CH2:9][CH2:10][C:11]4[N:12]=[C:13]([NH:16][C:17](=[O:19])[CH3:18])[S:14][C:15]=4[C:7]=3[N:6]([CH:20]3[CH2:21][CH2:22][N:23]([C:26]([CH:28]4[CH2:29][CH2:30][N:31]([CH2:34][CH2:35][CH3:36])[CH2:32][CH2:33]4)=[O:27])[CH2:24][CH2:25]3)[N:5]=2)[CH2:3][CH2:2]1. The catalyst class is: 545. (2) Reactant: C[O:2][C:3](=[O:27])[CH2:4][CH:5]([C:12]1[CH:17]=[CH:16][C:15]([O:18][CH3:19])=[C:14]([S:20](=[O:26])(=[O:25])[N:21]=[C:22]([NH2:24])[NH2:23])[CH:13]=1)[C:6]1[CH:11]=[CH:10][CH:9]=[CH:8][CH:7]=1.[Li+].[OH-].Cl. Product: [NH2:24][C:22](=[N:21][S:20]([C:14]1[CH:13]=[C:12]([CH:5]([C:6]2[CH:7]=[CH:8][CH:9]=[CH:10][CH:11]=2)[CH2:4][C:3]([OH:27])=[O:2])[CH:17]=[CH:16][C:15]=1[O:18][CH3:19])(=[O:25])=[O:26])[NH2:23]. The catalyst class is: 24. (3) Reactant: [F:1][CH:2]([F:32])[C:3]1[N:7]([C:8]2[CH:13]=[C:12]([N:14]3[CH2:19][CH2:18][O:17][CH2:16][CH2:15]3)[N:11]=[C:10]([NH:20][C@H:21]3[CH2:26][CH2:25][C@H:24]([NH2:27])[CH2:23][CH2:22]3)[N:9]=2)[C:6]2[CH:28]=[CH:29][CH:30]=[CH:31][C:5]=2[N:4]=1.C(N(CC)CC)C.Cl[CH2:41][CH2:42][CH2:43][C:44](Cl)=[O:45]. Product: [F:32][CH:2]([F:1])[C:3]1[N:7]([C:8]2[CH:13]=[C:12]([N:14]3[CH2:15][CH2:16][O:17][CH2:18][CH2:19]3)[N:11]=[C:10]([NH:20][C@H:21]3[CH2:22][CH2:23][C@H:24]([N:27]4[CH2:41][CH2:42][CH2:43][C:44]4=[O:45])[CH2:25][CH2:26]3)[N:9]=2)[C:6]2[CH:28]=[CH:29][CH:30]=[CH:31][C:5]=2[N:4]=1. The catalyst class is: 4.